This data is from Full USPTO retrosynthesis dataset with 1.9M reactions from patents (1976-2016). The task is: Predict the reactants needed to synthesize the given product. Given the product [N:19]1[C:20]2[C:11](=[O:1])[CH2:12][CH2:13][CH2:14][C:15]=2[CH:16]=[CH:17][CH:18]=1, predict the reactants needed to synthesize it. The reactants are: [O:1]=[O+][O-].C(=[C:11]1[C:20]2[N:19]=[CH:18][CH:17]=[CH:16][C:15]=2[CH2:14][CH2:13][CH2:12]1)C1C=CC=CC=1.CSC.